This data is from Forward reaction prediction with 1.9M reactions from USPTO patents (1976-2016). The task is: Predict the product of the given reaction. (1) Given the reactants [C:1]1([NH2:8])[CH:6]=[CH:5][CH:4]=[CH:3][C:2]=1[NH2:7].[OH-].[K+].[C:11](O)(=O)[CH3:12], predict the reaction product. The product is: [CH3:11][C:12]1[NH:7][C:2]2[CH:3]=[CH:4][CH:5]=[CH:6][C:1]=2[N:8]=1. (2) Given the reactants [Cl:1][CH2:2][CH2:3][CH2:4][C:5]([C:19]1[CH:24]=[CH:23][C:22]([F:25])=[CH:21][CH:20]=1)([O:17][CH3:18])[C:6]([NH:8][NH:9]C(OC(C)(C)C)=O)=[O:7], predict the reaction product. The product is: [ClH:1].[Cl:1][CH2:2][CH2:3][CH2:4][C:5]([C:19]1[CH:24]=[CH:23][C:22]([F:25])=[CH:21][CH:20]=1)([O:17][CH3:18])[C:6]([NH:8][NH2:9])=[O:7]. (3) The product is: [CH:3]1([C@H:9]([NH:14][C:15]([C:17]2[CH:22]=[CH:21][C:20]([C:23]3[CH:24]=[C:25]([F:30])[CH:26]=[C:27]([F:29])[CH:28]=3)=[CH:19][C:18]=2[NH:31][C:32]([NH:34][C:35]2[C:36]([CH3:43])=[CH:37][C:38]([CH3:42])=[CH:39][C:40]=2[CH3:41])=[O:33])=[O:16])[C:10]([OH:12])=[O:11])[CH2:4][CH2:5][CH2:6][CH2:7][CH2:8]1. Given the reactants [OH-].[Li+].[CH:3]1([C@H:9]([NH:14][C:15]([C:17]2[CH:22]=[CH:21][C:20]([C:23]3[CH:28]=[C:27]([F:29])[CH:26]=[C:25]([F:30])[CH:24]=3)=[CH:19][C:18]=2[NH:31][C:32]([NH:34][C:35]2[C:40]([CH3:41])=[CH:39][C:38]([CH3:42])=[CH:37][C:36]=2[CH3:43])=[O:33])=[O:16])[C:10]([O:12]C)=[O:11])[CH2:8][CH2:7][CH2:6][CH2:5][CH2:4]1.CO.O, predict the reaction product.